This data is from Catalyst prediction with 721,799 reactions and 888 catalyst types from USPTO. The task is: Predict which catalyst facilitates the given reaction. (1) Product: [F:6][C:7]1[C:11]([S:2](=[O:5])(=[O:3])[NH:23][C:19]2([CH3:18])[CH2:22][O:21][CH2:20]2)=[CH:10][N:9]([CH3:12])[C:8]=1[C:13]([O:15][CH2:16][CH3:17])=[O:14]. The catalyst class is: 545. Reactant: Cl[S:2]([OH:5])(=O)=[O:3].[F:6][C:7]1[CH:11]=[CH:10][N:9]([CH3:12])[C:8]=1[C:13]([O:15][CH2:16][CH3:17])=[O:14].[CH3:18][C:19]1([NH2:23])[CH2:22][O:21][CH2:20]1. (2) Reactant: [CH2:1]([O:3][C:4]([C:6]1[C:7]([CH3:16])=[C:8]2[N:13]([CH:14]=1)[N:12]=[CH:11][N:10]=[C:9]2O)=[O:5])[CH3:2].P(Cl)(Cl)([Cl:19])=O.C(N(C(C)C)CC)(C)C. The catalyst class is: 11. Product: [CH2:1]([O:3][C:4]([C:6]1[C:7]([CH3:16])=[C:8]2[N:13]([CH:14]=1)[N:12]=[CH:11][N:10]=[C:9]2[Cl:19])=[O:5])[CH3:2]. (3) Reactant: [CH:1]([C:4]1[CH:9]=[CH:8][CH:7]=[CH:6][C:5]=1[NH2:10])([CH3:3])[CH3:2].C([O-])(=O)C.[Na+].[Cl-].[I-:17]. Product: [I:17][C:8]1[CH:7]=[CH:6][C:5]([NH2:10])=[C:4]([CH:1]([CH3:3])[CH3:2])[CH:9]=1. The catalyst class is: 342. (4) Reactant: [F:1][C:2]1([C:6]2[CH:11]=[CH:10][N:9]=[CH:8][C:7]=2[NH:12]C(=O)OC(C)(C)C)[CH2:5][O:4][CH2:3]1.C(O)(C(F)(F)F)=O. Product: [F:1][C:2]1([C:6]2[CH:11]=[CH:10][N:9]=[CH:8][C:7]=2[NH2:12])[CH2:5][O:4][CH2:3]1. The catalyst class is: 2. (5) Reactant: [H-].[Na+].[F:3][C:4]([F:15])([F:14])[CH:5]([C:7]1[CH:12]=[CH:11][C:10]([F:13])=[CH:9][CH:8]=1)[OH:6].[F:16][C:17]([F:23])([F:22])[S:18](Cl)(=[O:20])=[O:19]. Product: [F:15][C:4]([F:3])([F:14])[CH:5]([O:6][S:18]([C:17]([F:23])([F:22])[F:16])(=[O:20])=[O:19])[C:7]1[CH:8]=[CH:9][C:10]([F:13])=[CH:11][CH:12]=1. The catalyst class is: 28. (6) Reactant: [Si:1]([O:8][CH2:9][C@H:10]1[NH:15][CH2:14][C@H:13]([NH:16][O:17][CH2:18][CH:19]=[CH2:20])[CH:12]=[C:11]1[CH3:21])([C:4]([CH3:7])([CH3:6])[CH3:5])([CH3:3])[CH3:2].C(N(CC)C(C)C)(C)C.[C:31](OC(Cl)(Cl)Cl)(OC(Cl)(Cl)Cl)=[O:32]. Product: [Si:1]([O:8][CH2:9][C@@H:10]1[C:11]([CH3:21])=[CH:12][C@@H:13]2[CH2:14][N:15]1[C:31](=[O:32])[N:16]2[O:17][CH2:18][CH:19]=[CH2:20])([C:4]([CH3:7])([CH3:6])[CH3:5])([CH3:2])[CH3:3]. The catalyst class is: 10. (7) Reactant: [OH:1][CH2:2][CH2:3][CH2:4][CH2:5][CH2:6][CH2:7][CH2:8][CH2:9][CH2:10][O:11][C:12]1[CH:20]=[CH:19][C:15]([C:16]([OH:18])=[O:17])=[CH:14][CH:13]=1.[C:21](O)(=[O:25])[C:22]([CH3:24])=[CH2:23].C1(C=CC(O)=CC=1)O.C1(C)C=CC(S(O)(=O)=O)=CC=1. Product: [CH3:24][C:22](=[CH2:23])[C:21]([O:1][CH2:2][CH2:3][CH2:4][CH2:5][CH2:6][CH2:7][CH2:8][CH2:9][CH2:10][O:11][C:12]1[CH:20]=[CH:19][C:15]([C:16]([OH:18])=[O:17])=[CH:14][CH:13]=1)=[O:25]. The catalyst class is: 146.